From a dataset of Peptide-MHC class I binding affinity with 185,985 pairs from IEDB/IMGT. Regression. Given a peptide amino acid sequence and an MHC pseudo amino acid sequence, predict their binding affinity value. This is MHC class I binding data. (1) The peptide sequence is HTQGYFPDWQ. The MHC is HLA-B40:01 with pseudo-sequence HLA-B40:01. The binding affinity (normalized) is 0. (2) The peptide sequence is KSWPGVQSF. The MHC is HLA-A69:01 with pseudo-sequence HLA-A69:01. The binding affinity (normalized) is 0.0847. (3) The peptide sequence is YVSSIFLHL. The MHC is HLA-A32:01 with pseudo-sequence HLA-A32:01. The binding affinity (normalized) is 0. (4) The binding affinity (normalized) is 0.175. The peptide sequence is KGAVDLSHFL. The MHC is HLA-B35:01 with pseudo-sequence HLA-B35:01. (5) The peptide sequence is FLQRTDLSY. The MHC is HLA-B44:02 with pseudo-sequence HLA-B44:02. The binding affinity (normalized) is 0.213.